Dataset: Full USPTO retrosynthesis dataset with 1.9M reactions from patents (1976-2016). Task: Predict the reactants needed to synthesize the given product. (1) The reactants are: [C:1]([O:5][C:6](=[O:22])[NH:7][C:8]1[C:13]([N:14]2[C:18]([CH3:19])=[CH:17][C:16]([CH3:20])=[N:15]2)=[N:12][C:11](Br)=[CH:10][N:9]=1)([CH3:4])([CH3:3])[CH3:2].[Cl:23][C:24]1[CH:30]=[CH:29][C:27]([NH2:28])=[CH:26][CH:25]=1.C(=O)([O-])[O-].[Cs+].[Cs+]. Given the product [C:1]([O:5][C:6](=[O:22])[NH:7][C:8]1[C:13]([N:14]2[C:18]([CH3:19])=[CH:17][C:16]([CH3:20])=[N:15]2)=[N:12][C:11]([NH:28][C:27]2[CH:29]=[CH:30][C:24]([Cl:23])=[CH:25][CH:26]=2)=[CH:10][N:9]=1)([CH3:4])([CH3:3])[CH3:2], predict the reactants needed to synthesize it. (2) Given the product [NH2:1][C@@H:2]([CH2:24][S:25][CH2:26][C@H:27]([O:42][CH2:43][CH2:44][CH2:45][CH2:46][CH2:47][CH2:48][CH2:49][CH2:50][CH2:51][CH2:52][CH2:53][CH3:54])[CH2:28][O:29][CH2:30][CH2:31][CH2:32][CH2:33][CH2:34][CH2:35][CH2:36][CH2:37][CH2:38][CH2:39][CH2:40][CH3:41])[C:3](=[O:23])[NH:4][CH2:5][CH2:6][O:7][CH2:8][CH2:9][O:10][CH2:11][CH2:12][O:13][CH2:14][CH2:15][C:16]([OH:18])=[O:17], predict the reactants needed to synthesize it. The reactants are: [NH2:1][C@@H:2]([CH2:24][S:25][CH2:26][C@H:27]([O:42][CH2:43][CH2:44][CH2:45][CH2:46][CH2:47][CH2:48][CH2:49][CH2:50][CH2:51][CH2:52][CH2:53][CH3:54])[CH2:28][O:29][CH2:30][CH2:31][CH2:32][CH2:33][CH2:34][CH2:35][CH2:36][CH2:37][CH2:38][CH2:39][CH2:40][CH3:41])[C:3](=[O:23])[NH:4][CH2:5][CH2:6][O:7][CH2:8][CH2:9][O:10][CH2:11][CH2:12][O:13][CH2:14][CH2:15][C:16]([O:18]C(C)(C)C)=[O:17].C(O)(C(F)(F)F)=O.C(Cl)Cl. (3) Given the product [C:1]([N:4]1[CH2:9][CH2:8][N:7]([C:10]2[N:15]=[C:14]([N:21]([CH3:22])[CH3:20])[CH:13]=[C:12]([N:17]([CH3:19])[CH3:18])[N:11]=2)[CH2:6][CH2:5]1)(=[O:3])[CH3:2], predict the reactants needed to synthesize it. The reactants are: [C:1]([N:4]1[CH2:9][CH2:8][N:7]([C:10]2[N:15]=[C:14](F)[CH:13]=[C:12]([N:17]([CH3:19])[CH3:18])[N:11]=2)[CH2:6][CH2:5]1)(=[O:3])[CH3:2].[CH3:20][NH:21][CH3:22].C(O)C. (4) Given the product [F:4][C:5]1[CH:10]=[CH:9][CH:8]=[CH:7][C:6]=1[N:11]=[C:12]=[N:14][C:15]1[CH:20]=[CH:19][C:18]([Cl:21])=[C:17]([S:22]([N:25]([CH3:27])[CH3:26])(=[O:24])=[O:23])[C:16]=1[O:28][Si:29]([C:32]([CH3:35])([CH3:34])[CH3:33])([CH3:30])[CH3:31], predict the reactants needed to synthesize it. The reactants are: N=C=N.[F:4][C:5]1[CH:10]=[CH:9][CH:8]=[CH:7][C:6]=1[NH:11][C:12]([NH:14][C:15]1[CH:20]=[CH:19][C:18]([Cl:21])=[C:17]([S:22]([N:25]([CH3:27])[CH3:26])(=[O:24])=[O:23])[C:16]=1[O:28][Si:29]([C:32]([CH3:35])([CH3:34])[CH3:33])([CH3:31])[CH3:30])=S.CS(Cl)(=O)=O.C(N(CC)CC)C. (5) The reactants are: CO[C:3]([C:5]1[C:6]([OH:24])=[C:7]2[C:12](=[CH:13][N:14]=1)[N:11]([CH2:15][C:16]1[CH:21]=[CH:20][CH:19]=[CH:18][CH:17]=1)[C:10](=[O:22])[C:9]([CH3:23])=[CH:8]2)=[O:4].[NH2:25][CH2:26][CH2:27][C:28]([OH:30])=[O:29].C[O-].[Na+]. Given the product [CH2:15]([N:11]1[C:12]2[C:7](=[C:6]([OH:24])[C:5]([C:3]([NH:25][CH2:26][CH2:27][C:28]([OH:30])=[O:29])=[O:4])=[N:14][CH:13]=2)[CH:8]=[C:9]([CH3:23])[C:10]1=[O:22])[C:16]1[CH:21]=[CH:20][CH:19]=[CH:18][CH:17]=1, predict the reactants needed to synthesize it. (6) Given the product [Cl:14][C:15]1[N:16]=[CH:17][C:18]([C:19]2[O:1][N:2]=[C:3]([C:5]3[CH:6]=[CH:7][C:8]4[N:9]([CH:11]=[CH:12][N:13]=4)[CH:10]=3)[N:4]=2)=[CH:22][CH:23]=1, predict the reactants needed to synthesize it. The reactants are: [OH:1][N:2]=[C:3]([C:5]1[CH:6]=[CH:7][C:8]2[N:9]([CH:11]=[CH:12][N:13]=2)[CH:10]=1)[NH2:4].[Cl:14][C:15]1[CH:23]=[CH:22][C:18]([C:19](Cl)=O)=[CH:17][N:16]=1.N. (7) Given the product [CH2:40]([NH:37][CH2:36][C:35]1[CH:34]=[CH:33][C:32]([C:31]#[C:30][C:3]2[CH:4]=[C:5]([C:8]3[C:12]4[CH2:13][N:14]([S:17]([CH3:20])(=[O:18])=[O:19])[CH2:15][CH2:16][C:11]=4[N:10]([CH2:21][CH2:22][CH2:23][N:24]4[CH2:25][CH2:26][O:27][CH2:28][CH2:29]4)[N:9]=3)[CH:6]=[CH:7][C:2]=2[Cl:1])=[CH:39][CH:38]=1)[C:41]1[CH:46]=[CH:45][CH:44]=[CH:43][CH:42]=1, predict the reactants needed to synthesize it. The reactants are: [Cl:1][C:2]1[CH:7]=[CH:6][C:5]([C:8]2[C:12]3[CH2:13][N:14]([S:17]([CH3:20])(=[O:19])=[O:18])[CH2:15][CH2:16][C:11]=3[N:10]([CH2:21][CH2:22][CH2:23][N:24]3[CH2:29][CH2:28][O:27][CH2:26][CH2:25]3)[N:9]=2)=[CH:4][C:3]=1[C:30]#[C:31][C:32]1[CH:39]=[CH:38][C:35]([CH2:36][NH2:37])=[CH:34][CH:33]=1.[CH:40](=O)[C:41]1[CH:46]=[CH:45][CH:44]=[CH:43][CH:42]=1.[BH-](OC(C)=O)(OC(C)=O)OC(C)=O.[Na+].